Dataset: NCI-60 drug combinations with 297,098 pairs across 59 cell lines. Task: Regression. Given two drug SMILES strings and cell line genomic features, predict the synergy score measuring deviation from expected non-interaction effect. (1) Drug 1: CC12CCC3C(C1CCC2=O)CC(=C)C4=CC(=O)C=CC34C. Drug 2: CC1=C(C(=O)C2=C(C1=O)N3CC4C(C3(C2COC(=O)N)OC)N4)N. Cell line: CAKI-1. Synergy scores: CSS=40.6, Synergy_ZIP=5.00, Synergy_Bliss=6.43, Synergy_Loewe=-2.55, Synergy_HSA=8.32. (2) Drug 1: C1=CC(=CC=C1CC(C(=O)O)N)N(CCCl)CCCl.Cl. Drug 2: CC1CCC2CC(C(=CC=CC=CC(CC(C(=O)C(C(C(=CC(C(=O)CC(OC(=O)C3CCCCN3C(=O)C(=O)C1(O2)O)C(C)CC4CCC(C(C4)OC)OCCO)C)C)O)OC)C)C)C)OC. Cell line: SN12C. Synergy scores: CSS=22.8, Synergy_ZIP=-3.66, Synergy_Bliss=0.543, Synergy_Loewe=0.661, Synergy_HSA=1.61. (3) Drug 1: C1=CC(=CC=C1CCC2=CNC3=C2C(=O)NC(=N3)N)C(=O)NC(CCC(=O)O)C(=O)O. Drug 2: CN(CC1=CN=C2C(=N1)C(=NC(=N2)N)N)C3=CC=C(C=C3)C(=O)NC(CCC(=O)O)C(=O)O. Cell line: SF-268. Synergy scores: CSS=20.0, Synergy_ZIP=-0.735, Synergy_Bliss=7.14, Synergy_Loewe=6.14, Synergy_HSA=7.81. (4) Drug 1: C1=CC(=C(C=C1I)F)NC2=C(C=CC(=C2F)F)C(=O)NOCC(CO)O. Drug 2: CCC1=C2CN3C(=CC4=C(C3=O)COC(=O)C4(CC)O)C2=NC5=C1C=C(C=C5)O. Cell line: NCIH23. Synergy scores: CSS=53.2, Synergy_ZIP=-7.09, Synergy_Bliss=-6.76, Synergy_Loewe=-3.94, Synergy_HSA=-0.834. (5) Drug 1: CC(C1=C(C=CC(=C1Cl)F)Cl)OC2=C(N=CC(=C2)C3=CN(N=C3)C4CCNCC4)N. Drug 2: CC1=C(C(=CC=C1)Cl)NC(=O)C2=CN=C(S2)NC3=CC(=NC(=N3)C)N4CCN(CC4)CCO. Cell line: HCT-15. Synergy scores: CSS=13.5, Synergy_ZIP=0.878, Synergy_Bliss=1.31, Synergy_Loewe=0.491, Synergy_HSA=1.73. (6) Drug 1: C1C(C(OC1N2C=NC3=C(N=C(N=C32)Cl)N)CO)O. Drug 2: C(CCl)NC(=O)N(CCCl)N=O. Cell line: OVCAR-4. Synergy scores: CSS=12.7, Synergy_ZIP=-2.06, Synergy_Bliss=1.78, Synergy_Loewe=-4.67, Synergy_HSA=-1.33. (7) Drug 1: CCCCC(=O)OCC(=O)C1(CC(C2=C(C1)C(=C3C(=C2O)C(=O)C4=C(C3=O)C=CC=C4OC)O)OC5CC(C(C(O5)C)O)NC(=O)C(F)(F)F)O. Drug 2: C1CNP(=O)(OC1)N(CCCl)CCCl. Cell line: MDA-MB-231. Synergy scores: CSS=25.1, Synergy_ZIP=-1.45, Synergy_Bliss=2.11, Synergy_Loewe=-35.1, Synergy_HSA=1.07. (8) Drug 1: C1=NC2=C(N1)C(=S)N=C(N2)N. Drug 2: CC1C(C(CC(O1)OC2CC(CC3=C2C(=C4C(=C3O)C(=O)C5=C(C4=O)C(=CC=C5)OC)O)(C(=O)CO)O)N)O.Cl. Cell line: KM12. Synergy scores: CSS=38.2, Synergy_ZIP=-8.52, Synergy_Bliss=-9.89, Synergy_Loewe=-6.33, Synergy_HSA=-4.43.